Dataset: Forward reaction prediction with 1.9M reactions from USPTO patents (1976-2016). Task: Predict the product of the given reaction. (1) Given the reactants [Br:1][C:2]1[CH:3]=[C:4]([N:8]2[CH:12]=[C:11]([C:13](O)=O)[N:10]=[CH:9]2)[CH:5]=[CH:6][CH:7]=1.[NH4+:16].[OH-], predict the reaction product. The product is: [Br:1][C:2]1[CH:3]=[C:4]([N:8]2[CH:12]=[C:11]([C:13]3[NH:8][C:4]4[CH:5]=[CH:6][CH:7]=[CH:2][C:3]=4[N:16]=3)[N:10]=[CH:9]2)[CH:5]=[CH:6][CH:7]=1. (2) Given the reactants FC1C=C(F)C=CC=1CN1C2C=CC=C(N)C=2C=N1.[N:20]1[CH:21]=[C:22]([C:29]([OH:31])=O)[N:23]2[CH:28]=[CH:27][CH:26]=[CH:25][C:24]=12.[N:32]1[CH:37]=[CH:36][CH:35]=[CH:34][C:33]=1[CH2:38][N:39]1[C:47]2[CH:46]=[CH:45][CH:44]=[C:43]([NH2:48])[C:42]=2[CH:41]=[N:40]1, predict the reaction product. The product is: [N:32]1[CH:37]=[CH:36][CH:35]=[CH:34][C:33]=1[CH2:38][N:39]1[C:47]2[C:42](=[C:43]([NH:48][C:29]([C:22]3[N:23]4[CH:28]=[CH:27][CH:26]=[CH:25][C:24]4=[N:20][CH:21]=3)=[O:31])[CH:44]=[CH:45][CH:46]=2)[CH:41]=[N:40]1.